Dataset: Forward reaction prediction with 1.9M reactions from USPTO patents (1976-2016). Task: Predict the product of the given reaction. (1) Given the reactants N#N.[CH2:3]([O:5][C:6]([C:8]1[N:9]=[C:10](/[C:13](/[CH3:21])=C/C2C=CC=CC=2)[O:11][CH:12]=1)=[O:7])[CH3:4].[OH2:22], predict the reaction product. The product is: [CH2:3]([O:5][C:6]([C:8]1[N:9]=[C:10]([C:13](=[O:22])[CH3:21])[O:11][CH:12]=1)=[O:7])[CH3:4]. (2) The product is: [Cl:16][C:6]1[C:5]2[C:10](=[CH:11][C:2]([Cl:1])=[C:3]([I:13])[CH:4]=2)[N:9]=[CH:8][CH:7]=1. Given the reactants [Cl:1][C:2]1[CH:11]=[C:10]2[C:5]([C:6](O)=[CH:7][CH:8]=[N:9]2)=[CH:4][C:3]=1[I:13].O=P(Cl)(Cl)[Cl:16], predict the reaction product.